Regression. Given a peptide amino acid sequence and an MHC pseudo amino acid sequence, predict their binding affinity value. This is MHC class I binding data. From a dataset of Peptide-MHC class I binding affinity with 185,985 pairs from IEDB/IMGT. (1) The peptide sequence is YQYPRDTHY. The MHC is HLA-A30:01 with pseudo-sequence HLA-A30:01. The binding affinity (normalized) is 0.0847. (2) The peptide sequence is NTAINFFLY. The MHC is HLA-A25:01 with pseudo-sequence HLA-A25:01. The binding affinity (normalized) is 0.0847. (3) The peptide sequence is RGTLCKAM. The MHC is Mamu-A02 with pseudo-sequence Mamu-A02. The binding affinity (normalized) is 0.167. (4) The peptide sequence is NSDPNTPDK. The MHC is HLA-A31:01 with pseudo-sequence HLA-A31:01. The binding affinity (normalized) is 0.0847. (5) The binding affinity (normalized) is 0.809. The MHC is HLA-A02:01 with pseudo-sequence HLA-A02:01. The peptide sequence is VLCGIAWYV. (6) The peptide sequence is YGGLGDDTL. The MHC is H-2-Kb with pseudo-sequence H-2-Kb. The binding affinity (normalized) is 0. (7) The peptide sequence is YMTLQAVTF. The MHC is HLA-A11:01 with pseudo-sequence HLA-A11:01. The binding affinity (normalized) is 0.0847.